This data is from Reaction yield outcomes from USPTO patents with 853,638 reactions. The task is: Predict the reaction yield, written as a fraction of the theoretical maximum amount of product (1.0 means a 100% yield; for example, 0.34 means a 34% yield). (1) The reactants are Cl.[F:2][CH:3]([F:14])[O:4][C:5]1[CH:12]=[CH:11][C:8]([CH2:9][NH2:10])=[CH:7][C:6]=1[OH:13].C(N(CC)CC)C.[I:22][C:23]1[CH:24]=[C:25]2[C:30](=[CH:31][CH:32]=1)[C:29](=O)[NH:28][C:27](=O)/[C:26]/2=[CH:35]/OC. The catalyst is CN(C)C=O. The product is [I:22][C:23]1[CH:24]=[C:25]2[C:30](=[CH:31][CH:32]=1)[CH:29]=[N:28][CH2:27]/[C:26]/2=[CH:35]\[NH:10][CH2:9][C:8]1[CH:11]=[CH:12][C:5]([O:4][CH:3]([F:14])[F:2])=[C:6]([OH:13])[CH:7]=1. The yield is 0.790. (2) The reactants are [CH3:1][C:2]1[NH:7][C:6](=[O:8])[C:5]([C:9]#[N:10])=[C:4]([CH2:11][N:12]2[CH2:17][CH2:16][O:15][CH2:14][CH2:13]2)[CH:3]=1.Cl.O1CCOCC1. The catalyst is CC(O)=O.[Ni]. The product is [NH2:10][CH2:9][C:5]1[C:6](=[O:8])[NH:7][C:2]([CH3:1])=[CH:3][C:4]=1[CH2:11][N:12]1[CH2:17][CH2:16][O:15][CH2:14][CH2:13]1. The yield is 0.950.